From a dataset of Forward reaction prediction with 1.9M reactions from USPTO patents (1976-2016). Predict the product of the given reaction. (1) The product is: [Cl:1][C:2]1[CH:10]=[CH:9][C:5]([CH2:6][OH:7])=[C:4]([OH:11])[CH:3]=1. Given the reactants [Cl:1][C:2]1[CH:10]=[CH:9][C:5]([C:6](O)=[O:7])=[C:4]([OH:11])[CH:3]=1.B, predict the reaction product. (2) Given the reactants C(CC([O:6][C@@H:7]1[C@H:11]([O:12][CH2:13][C:14]2[CH:19]=[CH:18][C:17]([Cl:20])=[CH:16][C:15]=2[Cl:21])[C@@H:10]([CH2:22][O:23][CH2:24][C:25]2[CH:30]=[CH:29][C:28]([Cl:31])=[CH:27][C:26]=2[Cl:32])[O:9][C@H:8]1[N:33]1[CH:41]=[C:39]([CH3:40])[C:37](=[O:38])[NH:36][C:34]1=[O:35])=O)C.[BH4-].[Na+].C([O-])(O)=O.[Na+].[CH3:49][CH2:50][OH:51], predict the reaction product. The product is: [OH:51][CH2:50][CH2:49][O:6][C@@H:7]1[C@H:22]([O:23][CH2:24][C:25]2[CH:30]=[CH:29][C:28]([Cl:31])=[CH:27][C:26]=2[Cl:32])[C@@H:10]([CH2:11][O:12][CH2:13][C:14]2[CH:19]=[CH:18][C:17]([Cl:20])=[CH:16][C:15]=2[Cl:21])[O:9][C@H:8]1[N:33]1[CH:41]=[C:39]([CH3:40])[C:37](=[O:38])[NH:36][C:34]1=[O:35]. (3) Given the reactants FC(F)(F)C(O)=O.C(OC(=O)[NH:14][CH:15]([CH2:40][C:41]1[CH:46]=[CH:45][C:44]([Cl:47])=[CH:43][CH:42]=1)[C:16](=[O:39])[N:17]1[CH2:22][CH2:21][N:20]([C:23]2[C:32]3[C:27](=[CH:28][CH:29]=[C:30]([C:33]4[CH:38]=[CH:37][CH:36]=[CH:35][CH:34]=4)[CH:31]=3)[N:26]=[CH:25][N:24]=2)[CH2:19][CH2:18]1)(C)(C)C, predict the reaction product. The product is: [NH2:14][CH:15]([CH2:40][C:41]1[CH:42]=[CH:43][C:44]([Cl:47])=[CH:45][CH:46]=1)[C:16]([N:17]1[CH2:22][CH2:21][N:20]([C:23]2[C:32]3[C:27](=[CH:28][CH:29]=[C:30]([C:33]4[CH:38]=[CH:37][CH:36]=[CH:35][CH:34]=4)[CH:31]=3)[N:26]=[CH:25][N:24]=2)[CH2:19][CH2:18]1)=[O:39]. (4) Given the reactants [I:1][C:2]1[C:3]([NH2:8])=[N:4][CH:5]=[CH:6][CH:7]=1.ClCCl.[Br:12]N1C(=O)CCC1=O, predict the reaction product. The product is: [Br:12][C:6]1[CH:7]=[C:2]([I:1])[C:3]([NH2:8])=[N:4][CH:5]=1. (5) Given the reactants C(NC1N=C2C(N=C(OC)N2CCCC2CCOC2)=C(N)N=1)CCC.FC(F)(F)C(O)=O.[CH2:33]([O:37][C:38]1[NH:39][C:40]([NH2:49])=[C:41]2[C:45]([N:46]=1)=[N:44][C:43]([O:47][CH3:48])=[N:42]2)[CH2:34][CH2:35][CH3:36].Br[CH2:51][CH2:52][CH2:53][CH2:54][CH:55]1[CH2:60][CH2:59][CH2:58][CH2:57][O:56]1, predict the reaction product. The product is: [CH2:33]([O:37][C:38]1[N:46]=[C:45]2[C:41]([N:42]=[C:43]([O:47][CH3:48])[N:44]2[CH2:51][CH2:52][CH2:53][CH2:54][CH:55]2[CH2:60][CH2:59][CH2:58][CH2:57][O:56]2)=[C:40]([NH2:49])[N:39]=1)[CH2:34][CH2:35][CH3:36]. (6) Given the reactants Br[C:2]1[CH:7]=[CH:6][C:5]([C:8]2[N:12]([CH2:13][C@@H:14]3[CH2:18][CH2:17][N:16]([C:19]([CH:21]4[CH2:23][CH2:22]4)=[O:20])[CH2:15]3)[CH:11]=[N:10][N:9]=2)=[C:4]([F:24])[CH:3]=1.[NH:25]1[C:33]2[C:28](=[CH:29][CH:30]=[C:31](B(O)O)[CH:32]=2)[CH:27]=[CH:26]1.[O-]S([O-])(=O)=O.[Na+].[Na+], predict the reaction product. The product is: [CH:21]1([C:19]([N:16]2[CH2:17][CH2:18][C@@H:14]([CH2:13][N:12]3[CH:11]=[N:10][N:9]=[C:8]3[C:5]3[CH:6]=[CH:7][C:2]([C:31]4[CH:32]=[C:33]5[C:28]([CH:27]=[CH:26][NH:25]5)=[CH:29][CH:30]=4)=[CH:3][C:4]=3[F:24])[CH2:15]2)=[O:20])[CH2:23][CH2:22]1.